From a dataset of Peptide-MHC class II binding affinity with 134,281 pairs from IEDB. Regression. Given a peptide amino acid sequence and an MHC pseudo amino acid sequence, predict their binding affinity value. This is MHC class II binding data. (1) The peptide sequence is GELQIVDVIDAAFKI. The MHC is DRB1_0401 with pseudo-sequence DRB1_0401. The binding affinity (normalized) is 0.616. (2) The peptide sequence is GELQIVDKICAAFKI. The MHC is DRB1_0404 with pseudo-sequence DRB1_0404. The binding affinity (normalized) is 0.438. (3) The peptide sequence is LIEVNPPFGDSYIIV. The MHC is DRB1_0701 with pseudo-sequence DRB1_0701. The binding affinity (normalized) is 0.308. (4) The peptide sequence is TISSYFVGKMYFN. The MHC is DRB1_0701 with pseudo-sequence DRB1_0701. The binding affinity (normalized) is 0.330. (5) The peptide sequence is ATQARAAAAAFEQAH. The MHC is HLA-DPA10201-DPB10501 with pseudo-sequence HLA-DPA10201-DPB10501. The binding affinity (normalized) is 0.0225. (6) The peptide sequence is LKKYFAATQFEPLAA. The MHC is HLA-DPA10301-DPB10402 with pseudo-sequence HLA-DPA10301-DPB10402. The binding affinity (normalized) is 1.00. (7) The peptide sequence is ALPTVEVVAAAADEV. The MHC is HLA-DQA10201-DQB10202 with pseudo-sequence HLA-DQA10201-DQB10202. The binding affinity (normalized) is 0.533. (8) The peptide sequence is EKKYFAATQFCPLAA. The MHC is HLA-DPA10201-DPB11401 with pseudo-sequence HLA-DPA10201-DPB11401. The binding affinity (normalized) is 0.834. (9) The MHC is DRB1_0401 with pseudo-sequence DRB1_0401. The peptide sequence is GELQIVDKIAAAFKI. The binding affinity (normalized) is 0.407.